Predict the reactants needed to synthesize the given product. From a dataset of Full USPTO retrosynthesis dataset with 1.9M reactions from patents (1976-2016). (1) Given the product [N:8]1([CH2:7][C:6]2[CH:5]=[C:4]([NH2:1])[C:16]([NH2:17])=[CH:15][CH:14]=2)[CH2:13][CH2:12][O:11][CH2:10][CH2:9]1, predict the reactants needed to synthesize it. The reactants are: [N+:1]([C:4]1[CH:5]=[C:6]([CH:14]=[CH:15][C:16]=1[N+:17]([O-])=O)[CH2:7][N:8]1[CH2:13][CH2:12][O:11][CH2:10][CH2:9]1)([O-])=O. (2) Given the product [F:1][C:2]1[CH:7]=[CH:6][CH:5]=[CH:4][C:3]=1[S:8]([CH:11]1[CH2:16][CH2:15][NH:14][CH2:13][CH2:12]1)(=[O:9])=[O:10], predict the reactants needed to synthesize it. The reactants are: [F:1][C:2]1[CH:7]=[CH:6][CH:5]=[CH:4][C:3]=1[S:8]([CH:11]1[CH2:16][CH2:15][N:14](C(OC(C)(C)C)=O)[CH2:13][CH2:12]1)(=[O:10])=[O:9].Cl. (3) Given the product [F:3][C:4]([F:10])([CH2:7][O:8][CH3:9])[CH2:5][O:6][C:15]1[N:16]([C:27]2[CH:32]=[CH:31][C:30]([O:33][CH2:34][C:35]([F:36])([F:38])[F:37])=[CH:29][CH:28]=2)[C:17](=[O:26])[C:18]2[CH:24]=[CH:23][C:22](=[O:25])[NH:21][C:19]=2[N:20]=1, predict the reactants needed to synthesize it. The reactants are: [H-].[Na+].[F:3][C:4]([F:10])([CH2:7][O:8][CH3:9])[CH2:5][OH:6].C(S[C:15]1[N:16]([C:27]2[CH:32]=[CH:31][C:30]([O:33][CH2:34][C:35]([F:38])([F:37])[F:36])=[CH:29][CH:28]=2)[C:17](=[O:26])[C:18]2[CH:24]=[CH:23][C:22](=[O:25])[NH:21][C:19]=2[N:20]=1)CC.O. (4) Given the product [CH2:1]([C:4]1[CH:5]=[N:6][C:7]([N:10]2[CH2:15][CH2:14][CH:13]([O:16][C:17]3[S:18][C:19]4[C:20]([N:38]=3)=[N:21][CH:22]=[C:23]([C:25]3[CH2:30][CH2:29][NH:28][CH2:27][CH:26]=3)[CH:24]=4)[CH2:12][CH2:11]2)=[N:8][CH:9]=1)[CH2:2][CH3:3], predict the reactants needed to synthesize it. The reactants are: [CH2:1]([C:4]1[CH:5]=[N:6][C:7]([N:10]2[CH2:15][CH2:14][CH:13]([O:16][C:17]3[S:18][C:19]4[C:20]([N:38]=3)=[N:21][CH:22]=[C:23]([C:25]3[CH2:30][CH2:29][N:28](C(OC(C)(C)C)=O)[CH2:27][CH:26]=3)[CH:24]=4)[CH2:12][CH2:11]2)=[N:8][CH:9]=1)[CH2:2][CH3:3].C(O)(C(F)(F)F)=O.C(C1C=NC(N2CCC(OC3SC4C=C(C5CCNCC=5)C=CC=4N=3)CC2)=NC=1)CC. (5) Given the product [Br:1][C:2]1[CH:3]=[C:4]([OH:8])[C:5]([N+:9]([O-:11])=[O:10])=[N:6][CH:7]=1, predict the reactants needed to synthesize it. The reactants are: [Br:1][C:2]1[CH:3]=[C:4]([OH:8])[CH:5]=[N:6][CH:7]=1.[N+:9]([O-])([OH:11])=[O:10]. (6) Given the product [NH:24]1[C:25]2[C:21](=[C:20]([C:18]3[CH:17]=[C:16]4[C:12]([CH:13]=[N:14][NH:15]4)=[C:11]([NH:10][C:8]([C:6]4[N:7]=[C:3]([CH2:2][N:41]5[CH2:42][CH2:43][O:44][CH:39]([CH3:38])[CH2:40]5)[S:4][CH:5]=4)=[O:9])[CH:19]=3)[CH:28]=[CH:27][CH:26]=2)[CH:22]=[CH:23]1, predict the reactants needed to synthesize it. The reactants are: Cl[CH2:2][C:3]1[S:4][CH:5]=[C:6]([C:8]([NH:10][C:11]2[CH:19]=[C:18]([C:20]3[CH:28]=[CH:27][CH:26]=[C:25]4[C:21]=3[CH:22]=[CH:23][NH:24]4)[CH:17]=[C:16]3[C:12]=2[CH:13]=[N:14][N:15]3S(C2C=CC=CC=2)(=O)=O)=[O:9])[N:7]=1.[CH3:38][CH:39]1[O:44][CH2:43][CH2:42][NH:41][CH2:40]1.[OH-].[Na+].Cl. (7) Given the product [Cl:13][C:14]1[C:15]([O:22][CH2:23][CH3:24])=[C:16]([Cl:21])[CH:17]=[C:18]([F:20])[C:19]=1[C:33]([OH:35])=[O:34], predict the reactants needed to synthesize it. The reactants are: C(NC(C)C)(C)C.[Li]CCCC.[Cl:13][C:14]1[CH:19]=[C:18]([F:20])[CH:17]=[C:16]([Cl:21])[C:15]=1[O:22][CH2:23][CH3:24].[Li+].CC([N-]C(C)C)C.[C:33](=[O:35])=[O:34].